Dataset: Full USPTO retrosynthesis dataset with 1.9M reactions from patents (1976-2016). Task: Predict the reactants needed to synthesize the given product. (1) Given the product [O:6]1[C:5]2[CH:10]=[CH:11][C:2]([CH:22]([C:21]3[CH:24]=[CH:25][CH:26]=[C:19]([O:18][CH3:17])[CH:20]=3)[OH:23])=[CH:3][C:4]=2[O:9][CH2:8][CH2:7]1, predict the reactants needed to synthesize it. The reactants are: Br[C:2]1[CH:11]=[CH:10][C:5]2[O:6][CH2:7][CH2:8][O:9][C:4]=2[CH:3]=1.C([Li])CCC.[CH3:17][O:18][C:19]1[CH:20]=[C:21]([CH:24]=[CH:25][CH:26]=1)[CH:22]=[O:23].C(O)(C)C. (2) The reactants are: Cl[C:2]1[C:11]2[C:6](=[CH:7][C:8]([O:14][CH3:15])=[C:9]([O:12][CH3:13])[CH:10]=2)[N:5]=[CH:4][CH:3]=1.[CH3:16][C:17]1[CH:22]=[C:21]([OH:23])[C:20]([C:24]([CH3:26])=[O:25])=[CH:19][C:18]=1[Cl:27].O. Given the product [Cl:27][C:18]1[C:17]([CH3:16])=[CH:22][C:21]([O:23][C:2]2[C:11]3[C:6](=[CH:7][C:8]([O:14][CH3:15])=[C:9]([O:12][CH3:13])[CH:10]=3)[N:5]=[CH:4][CH:3]=2)=[C:20]([C:24](=[O:25])[CH3:26])[CH:19]=1, predict the reactants needed to synthesize it. (3) The reactants are: [F:1][C:2]([F:6])([F:5])[C:3]#[CH:4].[Li]CCCC.CCCCCC.CCOCC.[NH2:23][C:24]1[C:53](I)=[CH:52][C:27]([CH2:28][C@H:29]2[C@H:37]3[C@@H:33]([N:34]([CH2:39][C:40]4[CH:45]=[CH:44][CH:43]=[C:42]([C:46]([CH3:49])([CH3:48])[CH3:47])[CH:41]=4)[C:35](=[O:38])[O:36]3)[CH2:32][S:31](=[O:51])(=[O:50])[CH2:30]2)=[CH:26][C:25]=1[F:55]. Given the product [NH2:23][C:24]1[C:53]([C:4]#[C:3][C:2]([F:6])([F:5])[F:1])=[CH:52][C:27]([CH2:28][C@H:29]2[C@H:37]3[C@@H:33]([N:34]([CH2:39][C:40]4[CH:45]=[CH:44][CH:43]=[C:42]([C:46]([CH3:48])([CH3:49])[CH3:47])[CH:41]=4)[C:35](=[O:38])[O:36]3)[CH2:32][S:31](=[O:50])(=[O:51])[CH2:30]2)=[CH:26][C:25]=1[F:55], predict the reactants needed to synthesize it. (4) Given the product [N:1]1[CH:6]=[CH:5][CH:4]=[C:3]([N:7]2[CH2:8][CH:9]3[CH2:15][CH:13]([CH2:12][N:11]([CH:26]4[CH2:27][CH2:28][N:23]([C:21]([O:20][C:16]([CH3:19])([CH3:18])[CH3:17])=[O:22])[CH2:24][CH2:25]4)[CH2:10]3)[CH2:14]2)[CH:2]=1, predict the reactants needed to synthesize it. The reactants are: [N:1]1[CH:6]=[CH:5][CH:4]=[C:3]([N:7]2[CH2:14][CH:13]3[CH2:15][CH:9]([CH2:10][NH:11][CH2:12]3)[CH2:8]2)[CH:2]=1.[C:16]([O:20][C:21]([N:23]1[CH2:28][CH2:27][C:26](=O)[CH2:25][CH2:24]1)=[O:22])([CH3:19])([CH3:18])[CH3:17].C(O[BH-](OC(=O)C)OC(=O)C)(=O)C.[Na+]. (5) Given the product [O:20]1[C:19]2([CH2:24][CH2:25][CH:16]([C:12]3[CH:11]=[CH:10][C:9]([OH:8])=[CH:14][C:13]=3[OH:15])[CH2:17][CH2:18]2)[O:23][CH2:22][CH2:21]1, predict the reactants needed to synthesize it. The reactants are: C([O:8][C:9]1[CH:10]=[CH:11][C:12]([C:16]2[CH2:25][CH2:24][C:19]3([O:23][CH2:22][CH2:21][O:20]3)[CH2:18][CH:17]=2)=[C:13]([OH:15])[CH:14]=1)C1C=CC=CC=1.